This data is from Forward reaction prediction with 1.9M reactions from USPTO patents (1976-2016). The task is: Predict the product of the given reaction. Given the reactants Cl.[Sn](Cl)Cl.[N+:5]([C:8]1[CH:13]=[C:12]([C:14]([F:17])([F:16])[F:15])[CH:11]=[CH:10][C:9]=1[N:18]1[C:26]2[C:21](=[CH:22][CH:23]=[CH:24][CH:25]=2)[CH2:20][CH2:19]1)([O-])=O.C(=O)(O)[O-].[Na+], predict the reaction product. The product is: [NH2:5][C:8]1[CH:13]=[C:12]([C:14]([F:15])([F:16])[F:17])[CH:11]=[CH:10][C:9]=1[N:18]1[C:26]2[C:21](=[CH:22][CH:23]=[CH:24][CH:25]=2)[CH2:20][CH2:19]1.